This data is from Full USPTO retrosynthesis dataset with 1.9M reactions from patents (1976-2016). The task is: Predict the reactants needed to synthesize the given product. (1) The reactants are: [C:1]([O:5][C:6]([NH:8][C@@H:9]([CH2:16][CH2:17][CH2:18][OH:19])[C:10]([O:12][CH:13]([CH3:15])[CH3:14])=[O:11])=[O:7])([CH3:4])([CH3:3])[CH3:2].C(=O)(OC)O[CH2:22][CH:23]=[CH2:24].C1C=CC(P(C2C(C3C(P(C4C=CC=CC=4)C4C=CC=CC=4)=CC=C4C=3C=CC=C4)=C3C(C=CC=C3)=CC=2)C2C=CC=CC=2)=CC=1.CCOCC.CCCCCC. Given the product [CH2:24]([O:19][CH2:18][CH2:17][CH2:16][C@H:9]([NH:8][C:6]([O:5][C:1]([CH3:2])([CH3:3])[CH3:4])=[O:7])[C:10]([O:12][CH:13]([CH3:15])[CH3:14])=[O:11])[CH:23]=[CH2:22], predict the reactants needed to synthesize it. (2) Given the product [CH3:5][C:6]1[N:7]=[CH:8][C:9]2[C:14]([CH:15]=1)=[C:13]([N:16]=[C:1]=[O:2])[CH:12]=[CH:11][CH:10]=2, predict the reactants needed to synthesize it. The reactants are: [C:1](Cl)(Cl)=[O:2].[CH3:5][C:6]1[N:7]=[CH:8][C:9]2[C:14]([CH:15]=1)=[C:13]([NH2:16])[CH:12]=[CH:11][CH:10]=2. (3) Given the product [Br:21][C:9](=[C:3]1[CH2:4][CH:5]2[N:8]([CH2:32][C:27]3[CH:28]=[CH:29][CH:30]=[CH:31][N:26]=3)[CH:1]([CH2:7][CH2:6]2)[CH2:2]1)[C:10]1[CH:11]=[CH:12][C:13]([C:14]([NH:16][CH2:17][CH3:18])=[O:15])=[CH:19][CH:20]=1, predict the reactants needed to synthesize it. The reactants are: [CH:1]12[NH:8][CH:5]([CH2:6][CH2:7]1)[CH2:4][C:3](=[C:9]([Br:21])[C:10]1[CH:20]=[CH:19][C:13]([C:14]([NH:16][CH2:17][CH3:18])=[O:15])=[CH:12][CH:11]=1)[CH2:2]2.ClCCCl.[N:26]1[CH:31]=[CH:30][CH:29]=[CH:28][C:27]=1[CH:32]=O.C(O[BH-](OC(=O)C)OC(=O)C)(=O)C.[Na+]. (4) Given the product [Cl:33][C:30]([C:29]([Cl:35])([Cl:34])[Cl:28])=[CH2:31].[Cl:20][C:21]([Cl:27])=[C:22]([Cl:25])[CH2:23][Cl:24], predict the reactants needed to synthesize it. The reactants are: ClCC(Cl)CCl.C1C(Cl)=C(Cl)C=C(Cl)C=1OCCO.[Cl:20][CH:21]([Cl:27])[C:22](Cl)([Cl:25])[CH2:23][Cl:24].[Cl:28][C:29]([Cl:35])([Cl:34])[CH:30]([Cl:33])[CH2:31]Cl.ClC(Cl)(Cl)C(Cl)(Cl)C. (5) Given the product [CH2:25]([O:17][C:16](=[O:18])[CH2:15][C:13]1[CH:14]=[C:9]([O:8][CH2:1][C:2]2[CH:3]=[CH:4][CH:5]=[CH:6][CH:7]=2)[CH:10]=[CH:11][C:12]=1[Cl:19])[CH3:26], predict the reactants needed to synthesize it. The reactants are: [CH2:1]([O:8][C:9]1[CH:10]=[CH:11][C:12]([Cl:19])=[C:13]([CH2:15][C:16]([OH:18])=[O:17])[CH:14]=1)[C:2]1[CH:7]=[CH:6][CH:5]=[CH:4][CH:3]=1.S(=O)(=O)(O)O.[CH3:25][CH2:26]O. (6) Given the product [CH2:1]([O:3][C:4]([C:6]1[C:14]2[C:9](=[CH:10][CH:11]=[C:12]([O:15][CH2:16][C@@H:17]([OH:18])[CH2:19][N:21]=[N+:22]=[N-:23])[CH:13]=2)[NH:8][C:7]=1[CH3:20])=[O:5])[CH3:2], predict the reactants needed to synthesize it. The reactants are: [CH2:1]([O:3][C:4]([C:6]1[C:14]2[C:9](=[CH:10][CH:11]=[C:12]([O:15][CH2:16][CH:17]3[CH2:19][O:18]3)[CH:13]=2)[NH:8][C:7]=1[CH3:20])=[O:5])[CH3:2].[N-:21]=[N+:22]=[N-:23].[Na+].[Cl-].[Li+]. (7) Given the product [NH2:19][C@H:17]1[CH2:16][C@H:15]2[CH2:20][C@:11]([C:7]3[CH:6]=[C:5]([OH:4])[CH:10]=[CH:9][CH:8]=3)([C@H:12]([CH3:30])[CH2:13][N:14]2[CH2:21][CH2:22][CH2:23][C:24]2[CH:25]=[CH:26][CH:27]=[CH:28][CH:29]=2)[CH2:18]1, predict the reactants needed to synthesize it. The reactants are: C([O:4][C:5]1[CH:6]=[C:7]([C:11]23[CH2:20][CH:15]([CH2:16][CH:17]([NH2:19])[CH2:18]2)[N:14]([CH2:21][CH2:22][CH2:23][C:24]2[CH:29]=[CH:28][CH:27]=[CH:26][CH:25]=2)[CH2:13][CH:12]3[CH3:30])[CH:8]=[CH:9][CH:10]=1)(C)C.Br.[OH-].[Na+]. (8) Given the product [ClH:26].[ClH:39].[ClH:26].[NH2:7][CH2:8][CH2:9][N:10]1[C:18]2[C:17]([NH:19][C:20]3[CH:21]=[N:22][C:23]([O:27][C:28]4[CH:33]=[CH:32][CH:31]=[C:30]([C:34]([F:35])([F:37])[F:36])[CH:29]=4)=[C:24]([Cl:26])[CH:25]=3)=[N:16][CH:15]=[N:14][C:13]=2[CH:12]=[CH:11]1, predict the reactants needed to synthesize it. The reactants are: C(OC(=O)[NH:7][CH2:8][CH2:9][N:10]1[C:18]2[C:17]([NH:19][C:20]3[CH:21]=[N:22][C:23]([O:27][C:28]4[CH:33]=[CH:32][CH:31]=[C:30]([C:34]([F:37])([F:36])[F:35])[CH:29]=4)=[C:24]([Cl:26])[CH:25]=3)=[N:16][CH:15]=[N:14][C:13]=2[CH:12]=[CH:11]1)(C)(C)C.[ClH:39].